This data is from Peptide-MHC class I binding affinity with 185,985 pairs from IEDB/IMGT. The task is: Regression. Given a peptide amino acid sequence and an MHC pseudo amino acid sequence, predict their binding affinity value. This is MHC class I binding data. (1) The peptide sequence is TLLESFLFY. The MHC is HLA-B27:05 with pseudo-sequence HLA-B27:05. The binding affinity (normalized) is 0.0847. (2) The peptide sequence is KKNHWFILK. The MHC is HLA-A26:01 with pseudo-sequence HLA-A26:01. The binding affinity (normalized) is 0.0847.